This data is from Peptide-MHC class II binding affinity with 134,281 pairs from IEDB. The task is: Regression. Given a peptide amino acid sequence and an MHC pseudo amino acid sequence, predict their binding affinity value. This is MHC class II binding data. (1) The peptide sequence is APADDKFTVFEAAFN. The MHC is HLA-DPA10201-DPB10101 with pseudo-sequence HLA-DPA10201-DPB10101. The binding affinity (normalized) is 0.462. (2) The peptide sequence is RELKCGDGIFIFRDS. The MHC is DRB4_0103 with pseudo-sequence DRB4_0103. The binding affinity (normalized) is 0. (3) The peptide sequence is NQAFRNIVNMLHGVR. The MHC is DRB1_0701 with pseudo-sequence DRB1_0701. The binding affinity (normalized) is 0.342. (4) The peptide sequence is HLCGPHLVEAL. The MHC is HLA-DQA10102-DQB10604 with pseudo-sequence HLA-DQA10102-DQB10604. The binding affinity (normalized) is 0. (5) The peptide sequence is AVAEAAVASAPQTTP. The MHC is HLA-DQA10101-DQB10501 with pseudo-sequence HLA-DQA10101-DQB10501. The binding affinity (normalized) is 0.367. (6) The peptide sequence is WIESQKNGSWKLEKA. The MHC is DRB5_0101 with pseudo-sequence DRB5_0101. The binding affinity (normalized) is 0.310. (7) The peptide sequence is MSDQSVPSFRWTQSL. The binding affinity (normalized) is 0.490. The MHC is DRB1_0101 with pseudo-sequence DRB1_0101. (8) The peptide sequence is GYITTNVLREILKEL. The MHC is HLA-DQA10102-DQB10602 with pseudo-sequence HLA-DQA10102-DQB10602. The binding affinity (normalized) is 0.545.